Task: Predict which catalyst facilitates the given reaction.. Dataset: Catalyst prediction with 721,799 reactions and 888 catalyst types from USPTO (1) Reactant: [Cl:1][C:2]1[CH:3]=[C:4]2[N:11]=[C:10]([O:12][C@H:13]3[C@H:17]4[O:18][CH2:19][C@@H:20]([OH:21])[C@H:16]4[O:15][CH2:14]3)[N:9]([CH2:22][O:23][CH2:24][CH2:25][Si:26]([CH3:29])([CH3:28])[CH3:27])[C:5]2=[N:6][C:7]=1I.[Br:30][C:31]1[CH:36]=[CH:35][C:34](B(O)O)=[CH:33][CH:32]=1.C([O-])([O-])=O.[Na+].[Na+]. Product: [Br:30][C:31]1[CH:36]=[CH:35][C:34]([C:7]2[N:6]=[C:5]3[N:9]([CH2:22][O:23][CH2:24][CH2:25][Si:26]([CH3:29])([CH3:28])[CH3:27])[C:10]([O:12][C@H:13]4[C@H:17]5[O:18][CH2:19][C@@H:20]([OH:21])[C@H:16]5[O:15][CH2:14]4)=[N:11][C:4]3=[CH:3][C:2]=2[Cl:1])=[CH:33][CH:32]=1. The catalyst class is: 12. (2) Reactant: [C:1]([OH:7])([C:3]([F:6])([F:5])[F:4])=[O:2].C[Si](C)(C)CCOC[N:14]1[C:18]2[N:19]=[CH:20][N:21]=[C:22]([C:23]3[CH:24]=[N:25][N:26]([CH:28]4[CH2:33][CH2:32][C:31](=[CH:34][C:35]#[N:36])[CH2:30][CH2:29]4)[CH:27]=3)[C:17]=2[CH:16]=[CH:15]1.[OH-].[NH4+]. Product: [F:4][C:3]([F:6])([F:5])[C:1]([OH:7])=[O:2].[N:19]1[C:18]2[NH:14][CH:15]=[CH:16][C:17]=2[C:22]([C:23]2[CH:24]=[N:25][N:26]([CH:28]3[CH2:29][CH2:30][C:31](=[CH:34][C:35]#[N:36])[CH2:32][CH2:33]3)[CH:27]=2)=[N:21][CH:20]=1. The catalyst class is: 144.